Dataset: Catalyst prediction with 721,799 reactions and 888 catalyst types from USPTO. Task: Predict which catalyst facilitates the given reaction. (1) Reactant: C1C(=O)N(O[C:9]([O:11][N:12]2[C:17](=[O:18])[CH2:16][CH2:15][C:13]2=[O:14])=[O:10])C(=O)C1.[NH2:19][C:20]1[CH:25]=[CH:24][C:23]([NH:26][C:27]([NH:29][CH2:30][CH2:31][NH:32][C:33]([O:35][C:36]([CH3:39])([CH3:38])[CH3:37])=[O:34])=[O:28])=[CH:22][CH:21]=1. Product: [C:36]([O:35][C:33]([NH:32][CH2:31][CH2:30][NH:29][C:27]([NH:26][C:23]1[CH:24]=[CH:25][C:20]([NH:19][C:9]([O:11][N:12]2[C:13](=[O:14])[CH2:15][CH2:16][C:17]2=[O:18])=[O:10])=[CH:21][CH:22]=1)=[O:28])=[O:34])([CH3:39])([CH3:37])[CH3:38]. The catalyst class is: 23. (2) Reactant: CN(C)[CH:3]=[CH:4][C:5](=O)[CH:6]([CH3:8])[CH3:7].[C:11]([CH2:13][C:14]([NH2:16])=[O:15])#[N:12].C(O)(=O)C.N1CCCCC1. Product: [CH:6]([C:5]1[NH:16][C:14](=[O:15])[C:13]([C:11]#[N:12])=[CH:3][CH:4]=1)([CH3:8])[CH3:7]. The catalyst class is: 6. (3) Reactant: C([N:3]([CH2:6]C)CC)C.[CH:16]1[CH:21]=[CH:20][C:19](P(N=[N+]=[N-])([C:16]2[CH:17]=[CH:18][CH:19]=[CH:20][CH:21]=2)=O)=[CH:18][CH:17]=1.[C:25]([OH:29])(C)(C)C.[Br:30][C:31]1[CH:32]=[N:33][CH:34]=[C:35]([CH:39]=1)C(O)=O.[OH2:40]. Product: [CH2:25]([O:29][C:6](=[O:40])[NH:3][C:35]1[CH:34]=[N:33][CH:32]=[C:31]([Br:30])[CH:39]=1)[C:16]1[CH:17]=[CH:18][CH:19]=[CH:20][CH:21]=1. The catalyst class is: 11. (4) Reactant: C(O)C.O.[C:5]([O:14][CH3:15])(=[O:13])[C:6]1[C:7](=[CH:9][CH:10]=[CH:11][CH:12]=1)[OH:8].[NH2+]1CCN=C1. Product: [C:5]([O:14][CH3:15])(=[O:13])[C:6]1[C:7](=[CH:9][CH:10]=[CH:11][CH:12]=1)[OH:8]. The catalyst class is: 28. (5) Reactant: CO.C1COCC1.[CH3:8][N:9]1[C:13]2=[CH:14][CH:15]=[C:16]3[C:21]([N:20]=[C:19]([C:22]4[CH:31]=[CH:30][C:25]([C:26]([O:28]C)=[O:27])=[CH:24][CH:23]=4)[N:18]=[C:17]3[N:32]3[CH2:37][CH2:36][O:35][CH2:34][CH2:33]3)=[C:12]2[CH:11]=[CH:10]1.[OH-].[Na+]. Product: [CH3:8][N:9]1[C:13]2=[CH:14][CH:15]=[C:16]3[C:21]([N:20]=[C:19]([C:22]4[CH:23]=[CH:24][C:25]([C:26]([OH:28])=[O:27])=[CH:30][CH:31]=4)[N:18]=[C:17]3[N:32]3[CH2:37][CH2:36][O:35][CH2:34][CH2:33]3)=[C:12]2[CH:11]=[CH:10]1. The catalyst class is: 6.